Regression. Given a peptide amino acid sequence and an MHC pseudo amino acid sequence, predict their binding affinity value. This is MHC class II binding data. From a dataset of Peptide-MHC class II binding affinity with 134,281 pairs from IEDB. The peptide sequence is GTLHDKKSMGDDHFW. The MHC is DRB3_0202 with pseudo-sequence DRB3_0202. The binding affinity (normalized) is 0.0926.